From a dataset of Catalyst prediction with 721,799 reactions and 888 catalyst types from USPTO. Predict which catalyst facilitates the given reaction. (1) Reactant: Cl.[NH2:2][C@@H:3]([CH2:17][CH2:18][CH2:19][CH3:20])[C@@H:4]([OH:16])[CH2:5][NH:6][S:7]([C:10]1[CH:15]=[CH:14][CH:13]=[CH:12][N:11]=1)(=[O:9])=[O:8].Cl.N[C@@H](CCCC)[C@H](O)CNS(C1C=CC=CN=1)(=O)=O.C(N(CC)C(C)C)(C)C.[C:50](=O)([O:73]C1C=CC([N+]([O-])=O)=CC=1)[O:51][C@H:52]([CH2:57][N:58]1[CH:62]=[CH:61][C:60]([C:63]2[CH:68]=[CH:67][C:66]([C:69]([F:72])([F:71])[F:70])=[CH:65][CH:64]=2)=[N:59]1)[C:53]([CH3:56])([CH3:55])[CH3:54]. Product: [OH:16][C@H:4]([C@@H:3]([NH:2][C:50](=[O:73])[O:51][C@H:52]([CH2:57][N:58]1[CH:62]=[CH:61][C:60]([C:63]2[CH:64]=[CH:65][C:66]([C:69]([F:70])([F:71])[F:72])=[CH:67][CH:68]=2)=[N:59]1)[C:53]([CH3:56])([CH3:55])[CH3:54])[CH2:17][CH2:18][CH2:19][CH3:20])[CH2:5][NH:6][S:7]([C:10]1[CH:15]=[CH:14][CH:13]=[CH:12][N:11]=1)(=[O:9])=[O:8]. The catalyst class is: 42. (2) Reactant: C(OC(C1[N:7]=[C:8]([C:19]2[CH:24]=[CH:23][CH:22]=[CH:21][C:20]=2[Cl:25])[N:9]([C:12]2[CH:17]=[CH:16][C:15]([Cl:18])=[CH:14][CH:13]=2)C=1Br)=O)C.C([Li])(C)(C)C.CN(C=O)C. Product: [Cl:25][C:20]1[CH:21]=[CH:22][CH:23]=[CH:24][C:19]=1[C:8]([NH:9][C:12]1[CH:17]=[CH:16][C:15]([Cl:18])=[CH:14][CH:13]=1)=[NH:7]. The catalyst class is: 1. (3) Reactant: [Cl:1][C:2]1[CH:7]=[CH:6][C:5]([OH:8])=[CH:4][C:3]=1[C:9]([F:12])([F:11])[F:10].S(=O)(=O)(O)O.[N+:18]([O-:21])([OH:20])=[O:19]. Product: [Cl:1][C:2]1[C:3]([C:9]([F:10])([F:11])[F:12])=[CH:4][C:5]([OH:8])=[C:6]([N+:18]([O-:20])=[O:19])[CH:7]=1.[Cl:1][C:2]1[CH:7]=[CH:6][C:5]([OH:8])=[C:4]([N+:18]([O-:21])=[O:19])[C:3]=1[C:9]([F:10])([F:11])[F:12]. The catalyst class is: 15.